From a dataset of Forward reaction prediction with 1.9M reactions from USPTO patents (1976-2016). Predict the product of the given reaction. (1) Given the reactants [CH2:1]([C@@H:8]1[CH2:12][O:11][C:10](=[O:13])[N:9]1[C:14](=[O:21])[CH2:15][CH2:16][CH2:17][CH:18]([CH3:20])[CH3:19])[C:2]1[CH:7]=[CH:6][CH:5]=[CH:4][CH:3]=1.C[Si]([N-][Si](C)(C)C)(C)C.[Na+].[CH2:32](Br)[CH:33]=[CH2:34], predict the reaction product. The product is: [CH2:1]([C@@H:8]1[CH2:12][O:11][C:10](=[O:13])[N:9]1[C:14](=[O:21])[C@@H:15]([CH2:16][CH2:17][CH:18]([CH3:19])[CH3:20])[CH2:34][CH:33]=[CH2:32])[C:2]1[CH:3]=[CH:4][CH:5]=[CH:6][CH:7]=1. (2) Given the reactants [OH:1][C:2]1[CH:7]=[CH:6][C:5](B(O)O)=[CH:4][CH:3]=1.[C:11]([C@@H:14]([NH:16][C:17]1[N:22]=[C:21](Cl)[N:20]=[C:19]([C:24]([NH2:26])=[O:25])[CH:18]=1)[CH3:15])(=[O:13])[NH2:12].C([O-])([O-])=O.[Na+].[Na+], predict the reaction product. The product is: [C:11]([C@@H:14]([NH:16][C:17]1[N:22]=[C:21]([C:5]2[CH:6]=[CH:7][C:2]([OH:1])=[CH:3][CH:4]=2)[N:20]=[C:19]([C:24]([NH2:26])=[O:25])[CH:18]=1)[CH3:15])(=[O:13])[NH2:12].